Dataset: Full USPTO retrosynthesis dataset with 1.9M reactions from patents (1976-2016). Task: Predict the reactants needed to synthesize the given product. (1) Given the product [CH2:13]([O:12][C:10]([C:9]1[C:8]([OH:19])=[N:24][N:23]([CH:20]([CH3:22])[CH3:21])[CH:15]=1)=[O:11])[CH3:14], predict the reactants needed to synthesize it. The reactants are: [O-]CC.[Na+].C(O[C:8](=[O:19])[C:9](=[CH:15]OCC)[C:10]([O:12][CH2:13][CH3:14])=[O:11])C.[CH:20]([NH:23][NH2:24])([CH3:22])[CH3:21].Cl. (2) Given the product [CH3:15][C:13]1[S:14][C:10]2[CH:9]=[C:8]([NH:7][C:2]([C:1]([NH:7][C:8]3[CH:17]=[CH:24][C:23]4[N:20]=[C:21]([CH3:22])[S:14][C:10]=4[CH:9]=3)=[O:5])=[O:3])[CH:17]=[CH:16][C:11]=2[N:12]=1, predict the reactants needed to synthesize it. The reactants are: [C:1](Cl)(=[O:5])[C:2](Cl)=[O:3].[NH2:7][C:8]1[CH:17]=[CH:16][C:11]2[N:12]=[C:13]([CH3:15])[S:14][C:10]=2[CH:9]=1.C([N:20]([CH2:23][CH3:24])[CH2:21][CH3:22])C.